Dataset: Forward reaction prediction with 1.9M reactions from USPTO patents (1976-2016). Task: Predict the product of the given reaction. (1) Given the reactants [CH3:1][C:2]1[C:7]([CH3:8])=[CH:6][C:5]2[N:9]([C@H:12]3[O:16][C@H:15]([CH2:17][OH:18])[C@@H:14]([O:19][P:20]([O:23][C@@H:24]([CH2:26][NH:27][C:28]([CH2:30][CH2:31][C@@:32]4([CH3:89])[C:48]5=[N:49][C@@H:34]([C@:35]6([CH3:84])[N-:73][C:38](=[C:39]([CH3:72])[C:40]7[C@:61]([CH2:63][C:64]([NH2:66])=[O:65])([CH3:62])[C@H:60]([CH2:67][CH2:68][C:69]([NH2:71])=[O:70])[C:42](=[CH:43][C:44]8[C:52]([CH3:54])([CH3:53])[C@H:51]([CH2:55][CH2:56][C:57]([NH2:59])=[O:58])[C:46](=[C:47]5[CH3:50])[N:45]=8)[N:41]=7)[C@@H:37]([CH2:74][CH2:75][C:76]([NH2:78])=[O:77])[C@@:36]6([CH2:80][C:81]([NH2:83])=[O:82])[CH3:79])[C@@H:33]4[CH2:85][C:86]([NH2:88])=[O:87])=[O:29])[CH3:25])([O-:22])=[O:21])[C@H:13]3[OH:90])[CH:10]=[N:11][C:4]=2[CH:3]=1.[C-]#N.[Co+3].[Br-].C[S+](C)(C)=O.O.O.O.O.O.O.[Co:106](Cl)Cl.[BH4-].[Na+].[OH-].[Na+], predict the reaction product. The product is: [CH3-:1].[CH3:1][C:2]1[C:7]([CH3:8])=[CH:6][C:5]2[N:9]([C@H:12]3[O:16][C@H:15]([CH2:17][OH:18])[C@@H:14]([O:19][P:20]([O:23][CH:24]([CH2:26][NH:27][C:28]([CH2:30][CH2:31][C@@:32]4([CH3:89])[C:48]5=[N:49][C@@H:34]([C@:35]6([CH3:84])[N-:73][C:38](=[C:39]([CH3:72])[C:40]7[C@:61]([CH2:63][C:64]([NH2:66])=[O:65])([CH3:62])[C@H:60]([CH2:67][CH2:68][C:69]([NH2:71])=[O:70])[C:42](=[CH:43][C:44]8[C:52]([CH3:54])([CH3:53])[C@H:51]([CH2:55][CH2:56][C:57]([NH2:59])=[O:58])[C:46](=[C:47]5[CH3:50])[N:45]=8)[N:41]=7)[C@@H:37]([CH2:74][CH2:75][C:76]([NH2:78])=[O:77])[C@@:36]6([CH2:80][C:81]([NH2:83])=[O:82])[CH3:79])[C@@H:33]4[CH2:85][C:86]([NH2:88])=[O:87])=[O:29])[CH3:25])([O-:22])=[O:21])[C@H:13]3[OH:90])[CH:10]=[N:11][C:4]=2[CH:3]=1.[Co+3:106]. (2) Given the reactants [Li]CCCC.[CH2:6]([C:8]1[N:12]([S:13]([N:16]([CH3:18])[CH3:17])(=[O:15])=[O:14])[CH:11]=[N:10][N:9]=1)[CH3:7].CN([CH:22]=[O:23])C.[NH4+].[Cl-], predict the reaction product. The product is: [CH2:6]([C:8]1[N:12]([S:13]([N:16]([CH3:18])[CH3:17])(=[O:15])=[O:14])[C:11]([CH:22]=[O:23])=[N:10][N:9]=1)[CH3:7]. (3) Given the reactants [OH:1][C:2]1[CH:7]=[CH:6][C:5]([C:8]2[CH:13]=[CH:12][N+:11]([O-:14])=[CH:10][CH:9]=2)=[CH:4][CH:3]=1.C(=O)([O-])[O-].[K+].[K+].Cl.Cl[CH2:23][CH2:24][CH2:25][N:26]1[CH2:31][CH2:30][CH2:29][CH2:28][CH2:27]1, predict the reaction product. The product is: [N:26]1([CH2:25][CH2:24][CH2:23][O:1][C:2]2[CH:3]=[CH:4][C:5]([C:8]3[CH:13]=[CH:12][N+:11]([O-:14])=[CH:10][CH:9]=3)=[CH:6][CH:7]=2)[CH2:31][CH2:30][CH2:29][CH2:28][CH2:27]1. (4) Given the reactants [Cl:1][C:2]1[CH:7]=[C:6]([CH2:8][NH:9][C:10]([NH2:26])=[N:11][C:12](=[O:25])[CH2:13][C:14]2[C:22]3[C:17](=[CH:18][CH:19]=[C:20](OC)[CH:21]=3)[NH:16][CH:15]=2)[CH:5]=[C:4]([Cl:27])[C:3]=1NC(=O)C.[F:32]C1C=C2C(=CC=1)NC=C2CC(O)=O.COC1C=C2C(=CC=1)NC=C2CC(N(C(SC)=N)C(=O)OC(C)(C)C)=O.ClN(Cl)CC1C=CC=CC=1, predict the reaction product. The product is: [Cl:1][C:2]1[CH:7]=[C:6]([CH:5]=[C:4]([Cl:27])[CH:3]=1)[CH2:8][NH:9][C:10]([NH:11][C:12](=[O:25])[CH2:13][C:14]1[C:22]2[C:17](=[CH:18][CH:19]=[C:20]([F:32])[CH:21]=2)[NH:16][CH:15]=1)=[NH:26]. (5) Given the reactants Br[C:2]1[CH:3]=[C:4]([C:9](=[O:12])[CH2:10][CH3:11])[CH:5]=[CH:6][C:7]=1[F:8].C([O-])(=O)C.[K+].[CH3:18][C:19]1([CH3:35])[C:23]([CH3:25])([CH3:24])[O:22][B:21]([B:21]2[O:22][C:23]([CH3:25])([CH3:24])[C:19]([CH3:35])([CH3:18])[O:20]2)[O:20]1.C(Cl)Cl, predict the reaction product. The product is: [F:8][C:7]1[CH:6]=[CH:5][C:4]([C:9](=[O:12])[CH2:10][CH3:11])=[CH:3][C:2]=1[B:21]1[O:22][C:23]([CH3:25])([CH3:24])[C:19]([CH3:35])([CH3:18])[O:20]1. (6) Given the reactants [OH:1][C:2]([CH3:38])([CH3:37])[CH2:3][C@@:4]1([C:31]2[CH:36]=[CH:35][CH:34]=[CH:33][CH:32]=2)[O:9][C:8](=[O:10])[N:7]([C@H:11]([C:13]2[CH:18]=[CH:17][C:16]([C:19]3[N:24]=[N:23][C:22]([C:25]4([C:28]([OH:30])=O)[CH2:27][CH2:26]4)=[CH:21][CH:20]=3)=[CH:15][CH:14]=2)[CH3:12])[CH2:6][CH2:5]1.[NH3:39], predict the reaction product. The product is: [OH:1][C:2]([CH3:37])([CH3:38])[CH2:3][C@@:4]1([C:31]2[CH:32]=[CH:33][CH:34]=[CH:35][CH:36]=2)[O:9][C:8](=[O:10])[N:7]([C@H:11]([C:13]2[CH:18]=[CH:17][C:16]([C:19]3[N:24]=[N:23][C:22]([C:25]4([C:28]([NH2:39])=[O:30])[CH2:26][CH2:27]4)=[CH:21][CH:20]=3)=[CH:15][CH:14]=2)[CH3:12])[CH2:6][CH2:5]1. (7) Given the reactants C(O[BH-](OC(=O)C)OC(=O)C)(=O)C.[Na+].[NH2:15][CH2:16][C@H:17]1[CH2:21][C@@H:20]([N:22]2[C:26]3[N:27]=[CH:28][N:29]=[C:30]([NH:31][CH2:32][C:33]4[CH:38]=[CH:37][C:36]([O:39][CH3:40])=[CH:35][C:34]=4[O:41][CH3:42])[C:25]=3[CH:24]=[CH:23]2)[C@H:19]([OH:43])[C@@H:18]1[OH:44].O=[C:46]1[CH2:49][CH:48]([CH2:50][CH2:51][C:52]([O:54][CH2:55][CH3:56])=[O:53])[CH2:47]1.C(O)(=O)C.C([O-])(O)=O.[Na+], predict the reaction product. The product is: [CH3:42][O:41][C:34]1[CH:35]=[C:36]([O:39][CH3:40])[CH:37]=[CH:38][C:33]=1[CH2:32][NH:31][C:30]1[C:25]2[CH:24]=[CH:23][N:22]([C@@H:20]3[CH2:21][C@H:17]([CH2:16][NH:15][CH:46]4[CH2:47][CH:48]([CH2:50][CH2:51][C:52]([O:54][CH2:55][CH3:56])=[O:53])[CH2:49]4)[C@@H:18]([OH:44])[C@H:19]3[OH:43])[C:26]=2[N:27]=[CH:28][N:29]=1. (8) Given the reactants [BH4-].[Na+].[F:3][C:4]1[CH:5]=[C:6]([C:11](=[O:36])[CH2:12][CH2:13][N:14]2[CH2:19][CH2:18][CH:17]([N:20]([CH2:34][CH3:35])[C:21](=[O:33])[CH2:22][C:23]3[CH:28]=[CH:27][C:26]([S:29]([CH3:32])(=[O:31])=[O:30])=[CH:25][CH:24]=3)[CH2:16][CH2:15]2)[CH:7]=[CH:8][C:9]=1[F:10], predict the reaction product. The product is: [F:3][C:4]1[CH:5]=[C:6]([CH:11]([OH:36])[CH2:12][CH2:13][N:14]2[CH2:19][CH2:18][CH:17]([N:20]([CH2:34][CH3:35])[C:21](=[O:33])[CH2:22][C:23]3[CH:24]=[CH:25][C:26]([S:29]([CH3:32])(=[O:31])=[O:30])=[CH:27][CH:28]=3)[CH2:16][CH2:15]2)[CH:7]=[CH:8][C:9]=1[F:10]. (9) Given the reactants Cl[C:2]1[CH:7]=[C:6]([C:8]2[C:9]3[S:23][CH:22]=[CH:21][C:10]=3[N:11]=[C:12]([C:14]3[CH:15]=[C:16]([OH:20])[CH:17]=[CH:18][CH:19]=3)[N:13]=2)[CH:5]=[CH:4][N:3]=1.[C-]#N.[Na+].[CH3:27][N:28]1C(=O)CCC1, predict the reaction product. The product is: [OH:20][C:16]1[CH:15]=[C:14]([C:12]2[N:13]=[C:8]([C:6]3[CH:5]=[CH:4][N:3]=[C:2]([C:27]#[N:28])[CH:7]=3)[C:9]3[S:23][CH:22]=[CH:21][C:10]=3[N:11]=2)[CH:19]=[CH:18][CH:17]=1.